This data is from Forward reaction prediction with 1.9M reactions from USPTO patents (1976-2016). The task is: Predict the product of the given reaction. (1) Given the reactants [C:1]([O:5][C:6]([NH:8][CH2:9][CH2:10][O:11][C:12](=[O:36])[CH2:13][O:14][C:15]1[CH:20]=[CH:19][C:18]([CH2:21][CH2:22][CH2:23][CH2:24][NH:25]C(OCC2C=CC=CC=2)=O)=[CH:17][CH:16]=1)=[O:7])([CH3:4])([CH3:3])[CH3:2], predict the reaction product. The product is: [CH2:10]([O:11][C:12](=[O:36])[CH3:13])[CH3:9].[C:1]([O:5][C:6]([NH:8][CH2:9][CH2:10][O:11][C:12](=[O:36])[CH2:13][O:14][C:15]1[CH:16]=[CH:17][C:18]([CH2:21][CH2:22][CH2:23][CH2:24][NH2:25])=[CH:19][CH:20]=1)=[O:7])([CH3:4])([CH3:2])[CH3:3]. (2) Given the reactants [OH:1][C@@H:2]([C@H:4]1[C:36](=[O:37])[N:6]2[C:7]([C:23]([O:25][CH2:26][C:27]3[CH:32]=[CH:31][C:30]([N+:33]([O-:35])=[O:34])=[CH:29][CH:28]=3)=[O:24])=[C:8]([C:11]3[S:15][C:14]4=[C:16]([S:19][CH2:20][CH2:21][OH:22])[N:17]=[CH:18][N:13]4[CH:12]=3)[C@H:9]([CH3:10])[C@H:5]12)[CH3:3].[CH3:38][I:39], predict the reaction product. The product is: [I-:39].[OH:1][C@@H:2]([C@H:4]1[C:36](=[O:37])[N:6]2[C:7]([C:23]([O:25][CH2:26][C:27]3[CH:32]=[CH:31][C:30]([N+:33]([O-:35])=[O:34])=[CH:29][CH:28]=3)=[O:24])=[C:8]([C:11]3[S:15][C:14]4=[C:16]([S:19][CH2:20][CH2:21][OH:22])[N:17]([CH3:38])[CH:18]=[N+:13]4[CH:12]=3)[C@H:9]([CH3:10])[C@H:5]12)[CH3:3].